This data is from Forward reaction prediction with 1.9M reactions from USPTO patents (1976-2016). The task is: Predict the product of the given reaction. (1) Given the reactants [H-].[Na+].C1COCC1.[CH3:8][O:9][C:10](=[O:18])[C:11]1[CH:16]=[CH:15][C:14]([OH:17])=[CH:13][CH:12]=1.[CH2:19](Br)[CH2:20][C:21]1[CH:26]=[CH:25][CH:24]=[CH:23][CH:22]=1, predict the reaction product. The product is: [CH3:8][O:9][C:10](=[O:18])[C:11]1[CH:16]=[CH:15][C:14]([O:17][CH2:19][CH2:20][C:21]2[CH:26]=[CH:25][CH:24]=[CH:23][CH:22]=2)=[CH:13][CH:12]=1. (2) The product is: [CH:1]1([C:4]2[S:25][C:7]3[N:8]([CH2:27][C:28]4[CH:29]=[CH:30][C:31]([C:34]5[C:35]([C:40]#[N:41])=[CH:36][CH:37]=[CH:38][CH:39]=5)=[CH:32][CH:33]=4)[C:9](=[O:24])[N:10]([CH2:13][C:14]4[CH:19]=[CH:18][C:17]([O:20][CH3:21])=[CH:16][C:15]=4[O:22][CH3:23])[C:11](=[O:12])[C:6]=3[CH:5]=2)[CH2:3][CH2:2]1. Given the reactants [CH:1]1([C:4]2[S:25][C:7]3[NH:8][C:9](=[O:24])[N:10]([CH2:13][C:14]4[CH:19]=[CH:18][C:17]([O:20][CH3:21])=[CH:16][C:15]=4[O:22][CH3:23])[C:11](=[O:12])[C:6]=3[CH:5]=2)[CH2:3][CH2:2]1.Br[CH2:27][C:28]1[CH:33]=[CH:32][C:31]([C:34]2[C:35]([C:40]#[N:41])=[CH:36][CH:37]=[CH:38][CH:39]=2)=[CH:30][CH:29]=1.C(=O)([O-])[O-].[K+].[K+], predict the reaction product. (3) Given the reactants C(O)(C(F)(F)F)=O.OC(C(F)(F)F)=O.OC(C(F)(F)F)=O.[CH3:22][CH:23]1[CH2:28][CH2:27][N:26]([C:29]([C:31]2[CH:39]=[CH:38][C:37]3[N:36]([CH2:40][CH2:41][CH3:42])[C:35]4[CH2:43][CH2:44][NH:45][CH2:46][C:34]=4[C:33]=3[CH:32]=2)=[O:30])[CH2:25][CH2:24]1.[O:47]1[CH2:51][CH2:50][CH:49]([CH:52]=O)[CH2:48]1, predict the reaction product. The product is: [CH3:22][CH:23]1[CH2:28][CH2:27][N:26]([C:29]([C:31]2[CH:39]=[CH:38][C:37]3[N:36]([CH2:40][CH2:41][CH3:42])[C:35]4[CH2:43][CH2:44][N:45]([CH2:52][CH:49]5[CH2:50][CH2:51][O:47][CH2:48]5)[CH2:46][C:34]=4[C:33]=3[CH:32]=2)=[O:30])[CH2:25][CH2:24]1. (4) Given the reactants [NH2:1][C:2]1[CH:14]=[CH:13][C:5]([CH2:6][C@H:7]2[CH2:11][O:10][C:9](=[O:12])[NH:8]2)=[CH:4][CH:3]=1.[N:15]([O-])=O.[Na+].[OH-].[Na+], predict the reaction product. The product is: [NH:1]([C:2]1[CH:14]=[CH:13][C:5]([CH2:6][C@H:7]2[CH2:11][O:10][C:9](=[O:12])[NH:8]2)=[CH:4][CH:3]=1)[NH2:15]. (5) Given the reactants Cl.[CH3:2][O:3][C:4]([C:6]1[CH:10]=[CH:9][S:8][C:7]=1[C:11]1[CH:16]=[CH:15][C:14]([N+:17]([O-])=O)=[CH:13][CH:12]=1)=[O:5].C(O)C, predict the reaction product. The product is: [CH3:2][O:3][C:4]([C:6]1[CH:10]=[CH:9][S:8][C:7]=1[C:11]1[CH:16]=[CH:15][C:14]([NH2:17])=[CH:13][CH:12]=1)=[O:5]. (6) Given the reactants [NH:1]1[C:5](=[O:6])[CH2:4][CH:3]2[CH2:7][CH:8]3[C:13]([CH:2]12)=[CH:12][CH2:11][CH2:10][CH2:9]3.OS(C(F)(F)F)(=O)=O, predict the reaction product. The product is: [NH:1]1[C:5](=[O:6])[CH2:4][CH:3]2[CH2:7][C:8]3[CH2:9][CH2:10][CH2:11][CH2:12][C:13]=3[CH:2]12. (7) The product is: [C:27]([O:20][CH2:19][C@H:18]([C:9]1[C:10]([CH3:17])=[CH:11][C:12]2[N:13]=[CH:14][S:15][C:16]=2[C:8]=1[C:5]1[CH:4]=[CH:3][C:2]([Cl:1])=[CH:7][CH:6]=1)[OH:21])(=[O:28])[C:26]([CH3:31])([CH3:30])[CH3:25]. Given the reactants [Cl:1][C:2]1[CH:7]=[CH:6][C:5]([C:8]2[C:16]3[S:15][CH:14]=[N:13][C:12]=3[CH:11]=[C:10]([CH3:17])[C:9]=2[C@H:18]([OH:21])[CH2:19][OH:20])=[CH:4][CH:3]=1.ClCCl.[CH3:25][C:26]([CH3:31])([CH3:30])[C:27](Cl)=[O:28], predict the reaction product.